The task is: Regression. Given two drug SMILES strings and cell line genomic features, predict the synergy score measuring deviation from expected non-interaction effect.. This data is from NCI-60 drug combinations with 297,098 pairs across 59 cell lines. (1) Drug 1: CC12CCC3C(C1CCC2O)C(CC4=C3C=CC(=C4)O)CCCCCCCCCS(=O)CCCC(C(F)(F)F)(F)F. Drug 2: C1CN(CCN1C(=O)CCBr)C(=O)CCBr. Cell line: KM12. Synergy scores: CSS=17.2, Synergy_ZIP=-5.73, Synergy_Bliss=-2.34, Synergy_Loewe=-0.871, Synergy_HSA=-1.51. (2) Cell line: HL-60(TB). Synergy scores: CSS=42.3, Synergy_ZIP=3.73, Synergy_Bliss=-0.905, Synergy_Loewe=-36.3, Synergy_HSA=-2.06. Drug 1: C1=NC2=C(N=C(N=C2N1C3C(C(C(O3)CO)O)O)F)N. Drug 2: C1CN(P(=O)(OC1)NCCCl)CCCl. (3) Drug 1: C1C(C(OC1N2C=NC3=C2NC=NCC3O)CO)O. Drug 2: C1CCC(C(C1)N)N.C(=O)(C(=O)[O-])[O-].[Pt+4]. Cell line: OVCAR3. Synergy scores: CSS=9.66, Synergy_ZIP=-5.15, Synergy_Bliss=-2.26, Synergy_Loewe=-1.99, Synergy_HSA=-1.84. (4) Drug 1: CC12CCC3C(C1CCC2O)C(CC4=C3C=CC(=C4)O)CCCCCCCCCS(=O)CCCC(C(F)(F)F)(F)F. Drug 2: C1=NNC2=C1C(=O)NC=N2. Cell line: RXF 393. Synergy scores: CSS=1.83, Synergy_ZIP=-0.354, Synergy_Bliss=-2.29, Synergy_Loewe=-2.05, Synergy_HSA=-2.19. (5) Drug 1: CC12CCC(CC1=CCC3C2CCC4(C3CC=C4C5=CN=CC=C5)C)O. Drug 2: CNC(=O)C1=CC=CC=C1SC2=CC3=C(C=C2)C(=NN3)C=CC4=CC=CC=N4. Cell line: SF-295. Synergy scores: CSS=12.2, Synergy_ZIP=-4.59, Synergy_Bliss=-2.81, Synergy_Loewe=-0.354, Synergy_HSA=-0.777. (6) Drug 1: CN(CC1=CN=C2C(=N1)C(=NC(=N2)N)N)C3=CC=C(C=C3)C(=O)NC(CCC(=O)O)C(=O)O. Drug 2: C1CC(=O)NC(=O)C1N2C(=O)C3=CC=CC=C3C2=O. Cell line: CAKI-1. Synergy scores: CSS=28.5, Synergy_ZIP=2.15, Synergy_Bliss=1.74, Synergy_Loewe=-32.7, Synergy_HSA=-1.62. (7) Drug 1: C1=CC(=CC=C1C#N)C(C2=CC=C(C=C2)C#N)N3C=NC=N3. Drug 2: COCCOC1=C(C=C2C(=C1)C(=NC=N2)NC3=CC=CC(=C3)C#C)OCCOC.Cl. Cell line: EKVX. Synergy scores: CSS=2.66, Synergy_ZIP=0.613, Synergy_Bliss=7.43, Synergy_Loewe=-2.89, Synergy_HSA=-0.162. (8) Cell line: NCI-H460. Synergy scores: CSS=37.9, Synergy_ZIP=-1.66, Synergy_Bliss=-2.83, Synergy_Loewe=-5.24, Synergy_HSA=-1.58. Drug 2: CC(C1=C(C=CC(=C1Cl)F)Cl)OC2=C(N=CC(=C2)C3=CN(N=C3)C4CCNCC4)N. Drug 1: CC1OCC2C(O1)C(C(C(O2)OC3C4COC(=O)C4C(C5=CC6=C(C=C35)OCO6)C7=CC(=C(C(=C7)OC)O)OC)O)O. (9) Drug 1: C1=NC2=C(N1)C(=S)N=C(N2)N. Drug 2: CC1=C(C=C(C=C1)C(=O)NC2=CC(=CC(=C2)C(F)(F)F)N3C=C(N=C3)C)NC4=NC=CC(=N4)C5=CN=CC=C5. Cell line: SR. Synergy scores: CSS=41.4, Synergy_ZIP=-3.22, Synergy_Bliss=-6.72, Synergy_Loewe=-11.8, Synergy_HSA=-5.39. (10) Drug 1: C1=NC(=NC(=O)N1C2C(C(C(O2)CO)O)O)N. Drug 2: C(=O)(N)NO. Cell line: NCI-H460. Synergy scores: CSS=64.3, Synergy_ZIP=-0.913, Synergy_Bliss=1.08, Synergy_Loewe=-37.8, Synergy_HSA=0.694.